Dataset: Human liver microsome stability data. Task: Regression/Classification. Given a drug SMILES string, predict its absorption, distribution, metabolism, or excretion properties. Task type varies by dataset: regression for continuous measurements (e.g., permeability, clearance, half-life) or binary classification for categorical outcomes (e.g., BBB penetration, CYP inhibition). Dataset: hlm. The compound is COc1cc(C)ccc1S(=O)(=O)NC(=O)[C@@H](c1ccc2c(c1)OCO2)c1cn(C)c2cc(CO)ccc12. The result is 0 (unstable in human liver microsomes).